Dataset: Catalyst prediction with 721,799 reactions and 888 catalyst types from USPTO. Task: Predict which catalyst facilitates the given reaction. (1) Reactant: [CH2:1]([N:8]1[CH2:13][CH2:12][N:11]([C:14]([CH3:17])([CH3:16])[CH3:15])[CH2:10][CH2:9]1)[C:2]1[CH:7]=[CH:6][CH:5]=[CH:4][CH:3]=1.C(Cl)[Cl:19]. Product: [ClH:19].[ClH:19].[CH2:1]([N:8]1[CH2:9][CH2:10][N:11]([C:14]([CH3:17])([CH3:16])[CH3:15])[CH2:12][CH2:13]1)[C:2]1[CH:3]=[CH:4][CH:5]=[CH:6][CH:7]=1. The catalyst class is: 33. (2) Reactant: [N+:28]([C:18]1[CH:19]=[C:20]([CH:26]=[CH:27][C:17]=1[S:16][S:16][C:17]1[CH:27]=[CH:26][C:20]([C:21]([O:23][CH2:24][CH3:25])=[O:22])=[CH:19][C:18]=1[N+:28]([O-:30])=[O:29])[C:21]([O:23][CH2:24][CH3:25])=[O:22])([O-:30])=[O:29].SC[C@H]([C@@H](CS)O)O.CN1CCOCC1.[CH2:46]([C@@H:53]1[CH2:57][O:56][C:55](=[O:58])[N:54]1[C:59](=[O:73])[C@H:60](Br)[CH2:61][CH2:62][CH2:63][C:64]1[CH:69]=[CH:68][C:67]([O:70][CH3:71])=[CH:66][CH:65]=1)[C:47]1[CH:52]=[CH:51][CH:50]=[CH:49][CH:48]=1. Product: [CH2:46]([C@@H:53]1[CH2:57][O:56][C:55](=[O:58])[N:54]1[C:59]([C@@H:60]([S:16][C:17]1[CH:27]=[CH:26][C:20]([C:21]([O:23][CH2:24][CH3:25])=[O:22])=[CH:19][C:18]=1[N+:28]([O-:30])=[O:29])[CH2:61][CH2:62][CH2:63][C:64]1[CH:69]=[CH:68][C:67]([O:70][CH3:71])=[CH:66][CH:65]=1)=[O:73])[C:47]1[CH:48]=[CH:49][CH:50]=[CH:51][CH:52]=1. The catalyst class is: 7. (3) Reactant: [C:1]([C:3]1[C:12]2[C:7](=[CH:8][CH:9]=[CH:10][CH:11]=2)[C:6](F)=[CH:5][CH:4]=1)#[N:2].[NH:14]1[CH2:19][CH2:18][CH2:17][CH:16]([CH2:20][NH:21][C:22](=[O:28])[O:23][C:24]([CH3:27])([CH3:26])[CH3:25])[CH2:15]1.C1CCN2C(=NCCC2)CC1. Product: [C:24]([O:23][C:22](=[O:28])[NH:21][CH2:20][CH:16]1[CH2:17][CH2:18][CH2:19][N:14]([C:6]2[C:7]3[C:12](=[CH:11][CH:10]=[CH:9][CH:8]=3)[C:3]([C:1]#[N:2])=[CH:4][CH:5]=2)[CH2:15]1)([CH3:27])([CH3:25])[CH3:26]. The catalyst class is: 17. (4) Reactant: [CH3:1][CH:2]1[CH2:5][C:4]([CH2:28][C:29]#[N:30])([N:6]2[CH:10]=[C:9]([C:11]3[C:12]4[CH:19]=[CH:18][N:17](COCC[Si](C)(C)C)[C:13]=4[N:14]=[CH:15][N:16]=3)[CH:8]=[N:7]2)[CH2:3]1.C(#N)C.F[B-](F)(F)F.[Li+].[OH-].[NH4+]. Product: [CH3:1][CH:2]1[CH2:3][C:4]([CH2:28][C:29]#[N:30])([N:6]2[CH:10]=[C:9]([C:11]3[C:12]4[CH:19]=[CH:18][NH:17][C:13]=4[N:14]=[CH:15][N:16]=3)[CH:8]=[N:7]2)[CH2:5]1. The catalyst class is: 6. (5) Reactant: [CH:1]([C:4]1[C:5]([O:23][CH2:24][O:25][CH3:26])=[CH:6][C:7]([O:19][CH2:20][O:21][CH3:22])=[C:8]([C:10]2[N:11]([CH:16]([CH3:18])[CH3:17])[C:12](=[S:15])[NH:13][N:14]=2)[CH:9]=1)([CH3:3])[CH3:2].C(=O)([O-])[O-].[K+].[K+].Cl.[CH3:34][N:35]([CH3:40])[CH2:36][CH2:37][CH2:38]Cl.[Cl-].[Na+]. Product: [CH:1]([C:4]1[C:5]([O:23][CH2:24][O:25][CH3:26])=[CH:6][C:7]([O:19][CH2:20][O:21][CH3:22])=[C:8]([C:10]2[N:11]([CH:16]([CH3:18])[CH3:17])[C:12]([S:15][CH2:38][CH2:37][CH2:36][N:35]([CH3:40])[CH3:34])=[N:13][N:14]=2)[CH:9]=1)([CH3:2])[CH3:3]. The catalyst class is: 8. (6) Reactant: [CH3:1][Si](C=[N+]=[N-])(C)C.[N+:8]([C:11]1[CH:12]=[C:13]([CH:36]=[CH:37][CH:38]=1)[CH2:14][C:15]1[C:16](=[O:35])[O:17][C:18]2[CH:28]=[C:27]([O:29][C:30](=[O:34])[N:31]([CH3:33])[CH3:32])[CH:26]=[CH:25][C:19]=2[C:20]=1[CH2:21][C:22]([OH:24])=[O:23])([O-:10])=[O:9].ClCCl. Product: [CH3:1][O:23][C:22](=[O:24])[CH2:21][C:20]1[C:19]2[CH:25]=[CH:26][C:27]([O:29][C:30](=[O:34])[N:31]([CH3:32])[CH3:33])=[CH:28][C:18]=2[O:17][C:16](=[O:35])[C:15]=1[CH2:14][C:13]1[CH:36]=[CH:37][CH:38]=[C:11]([N+:8]([O-:10])=[O:9])[CH:12]=1. The catalyst class is: 5.